The task is: Predict the product of the given reaction.. This data is from Forward reaction prediction with 1.9M reactions from USPTO patents (1976-2016). (1) Given the reactants [Si:1]([O:8][O:9][CH2:10][C@H:11]1[O:15][C@@H:14]([N:16]2[CH:24]=[C:22]([CH3:23])[C:20](=[O:21])[NH:19][C:17]2=[O:18])[CH2:13][CH2:12]1)([C:4]([CH3:7])([CH3:6])[CH3:5])([CH3:3])[CH3:2].C1C(=O)N([Br:32])C(=O)C1, predict the reaction product. The product is: [Si:1]([O:8][O:9][CH2:10][C@H:11]1[O:15][C@@H:14]([N:16]2[CH:24]=[C:22]([CH2:23][Br:32])[C:20](=[O:21])[NH:19][C:17]2=[O:18])[CH2:13][CH2:12]1)([C:4]([CH3:7])([CH3:5])[CH3:6])([CH3:2])[CH3:3]. (2) Given the reactants [F:1][C:2]1[C:7]([O:8][CH3:9])=[CH:6][CH:5]=[CH:4][C:3]=1[C:10]1[N:15]([CH2:16][CH2:17][C:18]2[CH:23]=[CH:22][CH:21]=[CH:20][CH:19]=2)[C:14](=[O:24])[CH:13]=[C:12]([CH3:25])[N:11]=1.[Br:26]Br.C(OCC)(=O)C, predict the reaction product. The product is: [Br:26][C:13]1[C:14](=[O:24])[N:15]([CH2:16][CH2:17][C:18]2[CH:23]=[CH:22][CH:21]=[CH:20][CH:19]=2)[C:10]([C:3]2[CH:4]=[CH:5][CH:6]=[C:7]([O:8][CH3:9])[C:2]=2[F:1])=[N:11][C:12]=1[CH3:25]. (3) Given the reactants C(OC([NH:8][CH2:9][CH2:10][CH:11]1[CH2:16][CH2:15][N:14]([C:17]([O:19][CH:20]([CH3:22])[CH3:21])=[O:18])[CH2:13][CH2:12]1)=O)(C)(C)C.FC(F)(F)C(O)=O, predict the reaction product. The product is: [NH2:8][CH2:9][CH2:10][CH:11]1[CH2:12][CH2:13][N:14]([C:17]([O:19][CH:20]([CH3:22])[CH3:21])=[O:18])[CH2:15][CH2:16]1.